This data is from NCI-60 drug combinations with 297,098 pairs across 59 cell lines. The task is: Regression. Given two drug SMILES strings and cell line genomic features, predict the synergy score measuring deviation from expected non-interaction effect. (1) Drug 1: CCC1(CC2CC(C3=C(CCN(C2)C1)C4=CC=CC=C4N3)(C5=C(C=C6C(=C5)C78CCN9C7C(C=CC9)(C(C(C8N6C=O)(C(=O)OC)O)OC(=O)C)CC)OC)C(=O)OC)O.OS(=O)(=O)O. Drug 2: CC(C)NC(=O)C1=CC=C(C=C1)CNNC.Cl. Cell line: HCC-2998. Synergy scores: CSS=19.6, Synergy_ZIP=9.77, Synergy_Bliss=11.9, Synergy_Loewe=-10.4, Synergy_HSA=2.81. (2) Synergy scores: CSS=5.38, Synergy_ZIP=5.36, Synergy_Bliss=4.91, Synergy_Loewe=1.91, Synergy_HSA=2.39. Cell line: BT-549. Drug 2: COC1=NC(=NC2=C1N=CN2C3C(C(C(O3)CO)O)O)N. Drug 1: C1CC(=O)NC(=O)C1N2CC3=C(C2=O)C=CC=C3N. (3) Drug 1: CCCS(=O)(=O)NC1=C(C(=C(C=C1)F)C(=O)C2=CNC3=C2C=C(C=N3)C4=CC=C(C=C4)Cl)F. Drug 2: CNC(=O)C1=CC=CC=C1SC2=CC3=C(C=C2)C(=NN3)C=CC4=CC=CC=N4. Cell line: SK-MEL-5. Synergy scores: CSS=29.5, Synergy_ZIP=10.5, Synergy_Bliss=11.0, Synergy_Loewe=-7.63, Synergy_HSA=5.93. (4) Drug 1: CNC(=O)C1=CC=CC=C1SC2=CC3=C(C=C2)C(=NN3)C=CC4=CC=CC=N4. Drug 2: CC1=CC=C(C=C1)C2=CC(=NN2C3=CC=C(C=C3)S(=O)(=O)N)C(F)(F)F. Cell line: NCI-H322M. Synergy scores: CSS=2.16, Synergy_ZIP=-1.60, Synergy_Bliss=2.70, Synergy_Loewe=2.18, Synergy_HSA=1.93. (5) Drug 1: COC1=C(C=C2C(=C1)N=CN=C2NC3=CC(=C(C=C3)F)Cl)OCCCN4CCOCC4. Drug 2: C1=NC2=C(N1)C(=S)N=C(N2)N. Cell line: NCIH23. Synergy scores: CSS=32.7, Synergy_ZIP=-3.51, Synergy_Bliss=-1.91, Synergy_Loewe=-1.16, Synergy_HSA=-0.316. (6) Drug 1: CC1=C2C(C(=O)C3(C(CC4C(C3C(C(C2(C)C)(CC1OC(=O)C(C(C5=CC=CC=C5)NC(=O)OC(C)(C)C)O)O)OC(=O)C6=CC=CC=C6)(CO4)OC(=O)C)O)C)O. Drug 2: C1CNP(=O)(OC1)N(CCCl)CCCl. Cell line: KM12. Synergy scores: CSS=9.41, Synergy_ZIP=-9.53, Synergy_Bliss=-17.3, Synergy_Loewe=-54.5, Synergy_HSA=-18.0. (7) Drug 1: CC1=CC2C(CCC3(C2CCC3(C(=O)C)OC(=O)C)C)C4(C1=CC(=O)CC4)C. Drug 2: CCC(=C(C1=CC=CC=C1)C2=CC=C(C=C2)OCCN(C)C)C3=CC=CC=C3.C(C(=O)O)C(CC(=O)O)(C(=O)O)O. Cell line: T-47D. Synergy scores: CSS=12.0, Synergy_ZIP=-6.84, Synergy_Bliss=-5.19, Synergy_Loewe=-0.962, Synergy_HSA=-0.832.